Dataset: Full USPTO retrosynthesis dataset with 1.9M reactions from patents (1976-2016). Task: Predict the reactants needed to synthesize the given product. (1) Given the product [C:1]([C@@H:5]1[NH:29][CH2:28][CH2:27][CH2:26][CH2:25][CH2:24][CH2:23][C:22]2[CH:30]=[C:18]([CH:19]=[CH:20][CH:21]=2)[C:17]2=[CH:31][C:13](=[CH:14][CH:15]=[CH:16]2)[CH2:12][O:11][C@H:10]2[CH2:32][N:7]([C@H:8]([C:33]([O:35][CH3:36])=[O:34])[CH2:9]2)[C:6]1=[O:37])([CH3:4])([CH3:2])[CH3:3], predict the reactants needed to synthesize it. The reactants are: [C:1]([C@@H:5]1[NH:29][CH2:28][CH2:27][CH2:26][CH2:25][CH:24]=[CH:23][C:22]2[CH:30]=[C:18]([CH:19]=[CH:20][CH:21]=2)[C:17]2=[CH:31][C:13](=[CH:14][CH:15]=[CH:16]2)[CH2:12][O:11][C@H:10]2[CH2:32][N:7]([C@H:8]([C:33]([O:35][CH3:36])=[O:34])[CH2:9]2)[C:6]1=[O:37])([CH3:4])([CH3:3])[CH3:2].FC(F)(F)C(O)=O. (2) The reactants are: [CH:1]1[CH:9]=[CH:8][C:7]2[CH2:10][CH2:11][N:5]3[C:6]=2[C:2]=1[C@H:3]1[CH2:15][NH:14][CH2:13][CH2:12][C@H:4]13.Cl[CH2:17][CH2:18][CH2:19][C:20]([C:22]1[CH:27]=[CH:26][C:25]([F:28])=[CH:24][CH:23]=1)=[O:21].C(N(CC)CC)C.O1CCOCC1. Given the product [CH:1]1[CH:9]=[CH:8][C:7]2[CH2:10][CH2:11][N:5]3[C:6]=2[C:2]=1[C@H:3]1[CH2:15][N:14]([CH2:17][CH2:18][CH2:19][C:20]([C:22]2[CH:23]=[CH:24][C:25]([F:28])=[CH:26][CH:27]=2)=[O:21])[CH2:13][CH2:12][C@H:4]13, predict the reactants needed to synthesize it. (3) Given the product [F:21][C:2]([F:1])([F:20])[CH2:3][N:5]1[CH2:6][CH2:7][CH:8]([C:11]2[CH:16]=[CH:15][C:14]([N+:17]([O-:19])=[O:18])=[CH:13][CH:12]=2)[CH2:9][CH2:10]1, predict the reactants needed to synthesize it. The reactants are: [F:1][C:2]([F:21])([F:20])[C:3]([N:5]1[CH2:10][CH2:9][CH:8]([C:11]2[CH:16]=[CH:15][C:14]([N+:17]([O-:19])=[O:18])=[CH:13][CH:12]=2)[CH2:7][CH2:6]1)=O.N#N.[BH4-].[Na+].II. (4) Given the product [Cl:24][C:25]1[CH:26]=[N:27][CH:28]=[C:29]([Cl:50])[C:30]=1[CH:31]([O:42][Si:43]([CH2:48][CH3:49])([CH2:46][CH3:47])[CH2:44][CH3:45])[CH2:32][N:33]([CH2:34][C:35]1[CH:40]=[CH:39][C:38]([F:41])=[CH:37][CH:36]=1)[C:21]([C:15]1[CH:14]=[N:13][N:12]([C@H:9]2[CH2:10][CH2:11][C@H:6]([C:4]([O:3][CH2:1][CH3:2])=[O:5])[CH2:7][CH2:8]2)[C:16]=1[C:17]([F:18])([F:20])[F:19])=[O:22], predict the reactants needed to synthesize it. The reactants are: [CH2:1]([O:3][C:4]([C@H:6]1[CH2:11][CH2:10][C@H:9]([N:12]2[C:16]([C:17]([F:20])([F:19])[F:18])=[C:15]([C:21](O)=[O:22])[CH:14]=[N:13]2)[CH2:8][CH2:7]1)=[O:5])[CH3:2].[Cl:24][C:25]1[CH:26]=[N:27][CH:28]=[C:29]([Cl:50])[C:30]=1[CH:31]([O:42][Si:43]([CH2:48][CH3:49])([CH2:46][CH3:47])[CH2:44][CH3:45])[CH2:32][NH:33][CH2:34][C:35]1[CH:40]=[CH:39][C:38]([F:41])=[CH:37][CH:36]=1.CN(C(ON1N=NC2C=CC=NC1=2)=[N+](C)C)C.F[P-](F)(F)(F)(F)F.CCN(C(C)C)C(C)C. (5) Given the product [CH3:5][O:4][N:3]([CH3:2])[C:11](=[O:12])[C:10]1[CH:14]=[CH:15][CH:16]=[C:8]([C:7]([F:18])([F:17])[F:6])[CH:9]=1, predict the reactants needed to synthesize it. The reactants are: Cl.[CH3:2][NH:3][O:4][CH3:5].[F:6][C:7]([F:18])([F:17])[C:8]1[CH:9]=[C:10]([CH:14]=[CH:15][CH:16]=1)[C:11](Cl)=[O:12].C(N(CC)CC)C. (6) The reactants are: B(F)(F)F.CCOCC.C[Si](C)(C)[O:12][C:13]1[CH2:14][CH2:15][N:16]([C:19]([O:21][C:22]([CH3:25])([CH3:24])[CH3:23])=[O:20])[CH2:17][CH:18]=1.CO[CH:30]1[O:34][CH2:33][CH2:32][O:31]1. Given the product [O:31]1[CH2:32][CH2:33][O:34][CH:30]1[CH:14]1[C:13](=[O:12])[CH2:18][CH2:17][N:16]([C:19]([O:21][C:22]([CH3:25])([CH3:24])[CH3:23])=[O:20])[CH2:15]1, predict the reactants needed to synthesize it. (7) The reactants are: [CH3:1][C:2]1[CH:7]=[C:6]([O:8][CH2:9][C:10](O)=[O:11])[C:5]([CH3:13])=[CH:4][C:3]=1[C:14]1[C:19]([CH3:20])=[CH:18][C:17]([CH3:21])=[CH:16][C:15]=1[CH3:22].Cl.[NH2:24][CH2:25][CH2:26][CH2:27][CH2:28][CH2:29][CH2:30][CH2:31][CH2:32][CH2:33][CH2:34][C:35]([O:37][CH3:38])=[O:36].CN(C(ON1N=NC2C=CC=CC1=2)=[N+](C)C)C.F[P-](F)(F)(F)(F)F. Given the product [CH3:1][C:2]1[CH:7]=[C:6]([O:8][CH2:9][C:10]([NH:24][CH2:25][CH2:26][CH2:27][CH2:28][CH2:29][CH2:30][CH2:31][CH2:32][CH2:33][CH2:34][C:35]([O:37][CH3:38])=[O:36])=[O:11])[C:5]([CH3:13])=[CH:4][C:3]=1[C:14]1[C:19]([CH3:20])=[CH:18][C:17]([CH3:21])=[CH:16][C:15]=1[CH3:22], predict the reactants needed to synthesize it.